From a dataset of Peptide-MHC class I binding affinity with 185,985 pairs from IEDB/IMGT. Regression. Given a peptide amino acid sequence and an MHC pseudo amino acid sequence, predict their binding affinity value. This is MHC class I binding data. The binding affinity (normalized) is 0. The peptide sequence is AEQASQDVKNW. The MHC is HLA-C06:02 with pseudo-sequence HLA-C06:02.